Dataset: Forward reaction prediction with 1.9M reactions from USPTO patents (1976-2016). Task: Predict the product of the given reaction. (1) Given the reactants Cl.[NH:2]1[C:6]2[CH:7]=[CH:8][C:9]([C:11]([N:13]3[CH2:20][C@@H:19]4[C@H:15]([CH2:16][NH:17][CH2:18]4)[CH2:14]3)=[O:12])=[CH:10][C:5]=2[N:4]=[N:3]1.CN1CCOCC1.[CH:28]([C:31]1[CH:41]=[CH:40][C:39]([CH3:42])=[CH:38][C:32]=1[O:33][CH2:34][C:35](O)=[O:36])([CH3:30])[CH3:29].F[P-](F)(F)(F)(F)F.N1(OC(N(C)C)=[N+](C)C)C2N=CC=CC=2N=N1, predict the reaction product. The product is: [NH:2]1[C:6]2[CH:7]=[CH:8][C:9]([C:11]([N:13]3[CH2:14][C@H:15]4[CH2:16][N:17]([C:35](=[O:36])[CH2:34][O:33][C:32]5[CH:38]=[C:39]([CH3:42])[CH:40]=[CH:41][C:31]=5[CH:28]([CH3:29])[CH3:30])[CH2:18][C@@H:19]4[CH2:20]3)=[O:12])=[CH:10][C:5]=2[N:4]=[N:3]1. (2) Given the reactants [F:1][C:2]1[CH:7]=[CH:6][CH:5]=[CH:4][C:3]=1[C:8]([CH3:13])([CH3:12])[C:9]([OH:11])=O.C(Cl)(=O)C(Cl)=O.[C:20]([O:28][CH2:29][CH3:30])(=[O:27])[CH2:21][C:22]([O:24][CH2:25][CH3:26])=[O:23].[Mg+2].[Cl-].[Cl-], predict the reaction product. The product is: [F:1][C:2]1[CH:7]=[CH:6][CH:5]=[CH:4][C:3]=1[C:8]([CH3:13])([CH3:12])[C:9]([CH:21]([C:22]([O:24][CH2:25][CH3:26])=[O:23])[C:20]([O:28][CH2:29][CH3:30])=[O:27])=[O:11]. (3) Given the reactants [Cl:1][C:2]1[C:10]2[N:9]=[N:8][N:7]([CH2:11][CH:12]3[CH2:14][CH2:13]3)[C:6]=2[CH:5]=[CH:4][C:3]=1[C:15]#[C:16][CH2:17][OH:18].[CH3:19][S:20](Cl)(=[O:22])=[O:21].C(N(C(C)C)CC)(C)C, predict the reaction product. The product is: [CH3:19][S:20]([O:18][CH2:17][C:16]#[C:15][C:3]1[CH:4]=[CH:5][C:6]2[N:7]([CH2:11][CH:12]3[CH2:14][CH2:13]3)[N:8]=[N:9][C:10]=2[C:2]=1[Cl:1])(=[O:22])=[O:21]. (4) Given the reactants [NH2:1][C:2]1[CH:7]=[CH:6][C:5](Br)=[CH:4][N:3]=1.[C:9]([O:13][CH2:14][C:15]1[CH:20]=[CH:19][CH:18]=[CH:17][CH:16]=1)(=[O:12])[CH:10]=[CH2:11].C1(C)C=CC=CC=1P(C1C=CC=CC=1C)C1C=CC=CC=1C.C(N(C(C)C)CC)(C)C, predict the reaction product. The product is: [NH2:1][C:2]1[N:3]=[CH:4][C:5](/[CH:11]=[CH:10]/[C:9]([O:13][CH2:14][C:15]2[CH:20]=[CH:19][CH:18]=[CH:17][CH:16]=2)=[O:12])=[CH:6][CH:7]=1. (5) Given the reactants [CH2:1]([C:8]1[S:9][C:10]2[CH:16]=[C:15](Br)[CH:14]=[CH:13][C:11]=2[N:12]=1)[C:2]1[CH:7]=[CH:6][CH:5]=[CH:4][CH:3]=1.[B:18]1([B:18]2[O:22][C:21]([CH3:24])([CH3:23])[C:20]([CH3:26])([CH3:25])[O:19]2)[O:22][C:21]([CH3:24])([CH3:23])[C:20]([CH3:26])([CH3:25])[O:19]1.C([O-])(=O)C.[K+], predict the reaction product. The product is: [CH2:1]([C:8]1[S:9][C:10]2[CH:16]=[C:15]([B:18]3[O:22][C:21]([CH3:24])([CH3:23])[C:20]([CH3:26])([CH3:25])[O:19]3)[CH:14]=[CH:13][C:11]=2[N:12]=1)[C:2]1[CH:7]=[CH:6][CH:5]=[CH:4][CH:3]=1.